Dataset: Drug-target binding data from BindingDB using Ki measurements. Task: Regression. Given a target protein amino acid sequence and a drug SMILES string, predict the binding affinity score between them. We predict pKi (pKi = -log10(Ki in M); higher means stronger inhibition). Dataset: bindingdb_ki. (1) The drug is CCCC1(C)N=C(N)N=C(N)N1c1ccc(Cl)cc1. The target protein (P13922) has sequence MMEQVCDVFDIYAICACCKVESKNEGKKNEVFNNYTFRGLGNKGVLPWKCNSLDMKYFRAVTTYVNESKYEKLKYKRCKYLNKETVDNVNDMPNSKKLQNVVVMGRTNWESIPKKFKPLSNRINVILSRTLKKEDFDEDVYIINKVEDLIVLLGKLNYYKCFIIGGSVVYQEFLEKKLIKKIYFTRINSTYECDVFFPEINENEYQIISVSDVYTSNNTTLDFIIYKKTNNKMLNEQNCIKGEEKNNDMPLKNDDKDTCHMKKLTEFYKNVDKYKINYENDDDDEEEDDFVYFNFNKEKEEKNKNSIHPNDFQIYNSLKYKYHPEYQYLNIIYDIMMNGNKQSDRTGVGVLSKFGYIMKFDLSQYFPLLTTKKLFLRGIIEELLWFIRGETNGNTLLNKNVRIWEANGTREFLDNRKLFHREVNDLGPIYGFQWRHFGAEYTNMYDNYENKGVDQLKNIINLIKNDPTSRRILLCAWNVKDLDQMALPPCHILCQFYVFD.... The pKi is 6.2. (2) The drug is CN1CCN(c2nc(NCc3ccc(F)cc3)nc3c2CCc2ccccc2-3)CC1. The target protein (P35367) has sequence MSLPNSSCLLEDKMCEGNKTTMASPQLMPLVVVLSTICLVTVGLNLLVLYAVRSERKLHTVGNLYIVSLSVADLIVGAVVMPMNILYLLMSKWSLGRPLCLFWLSMDYVASTASIFSVFILCIDRYRSVQQPLRYLKYRTKTRASATILGAWFLSFLWVIPILGWNHFMQQTSVRREDKCETDFYDVTWFKVMTAIINFYLPTLLMLWFYAKIYKAVRQHCQHRELINRSLPSFSEIKLRPENPKGDAKKPGKESPWEVLKRKPKDAGGGSVLKSPSQTPKEMKSPVVFSQEDDREVDKLYCFPLDIVHMQAAAEGSSRDYVAVNRSHGQLKTDEQGLNTHGASEISEDQMLGDSQSFSRTDSDTTTETAPGKGKLRSGSNTGLDYIKFTWKRLRSHSRQYVSGLHMNRERKAAKQLGFIMAAFILCWIPYFIFFMVIAFCKNCCNEHLHMFTIWLGYINSTLNPLIYPLCNENFKKTFKRILHIRS. The pKi is 5.7. (3) The small molecule is CN(C(=O)Cc1ccccc1)[C@H]1CC[C@@]2(CCCO2)C[C@@H]1N1CCCC1. The target protein sequence is MDSPIQIFRGEPGPTCAPSACLPPNSSAWFPGWAEPDSNGSAGSEDAQLEPAHISPAIPVIITAVYSVVFVVGLVGNSLVMFVIIRYTKMKTATNIYIFNLALADALVTTTMPFQSTVYLMNSWPFGDVLCKIVISIDFYNMFTSIFTLTMMSVDRYIAVCHPVKALDFRTPLKAKIINICIWLLSSSVGISAIVLGGTKVREDVDVIECSLQFPDDDYSWWDLFMKICVFIFAFVIPVLIIIVCYTLMILRLKSVRLLSGSREKDRNLRRITRLVLVVVAVFVVCWTPIHIFILVEALGSTSHSTAALSSYYFCIALGYTNSSLNPILYAFLDENFKRCFRDFCFPLKMRMERQSTSRVRNTVQDPAYLRDIDGMNKPV. The pKi is 7.6. (4) The small molecule is c1cc2oc(N3CCN4CCC3CC4)nc2nc1N1CCCC1. The target protein (P23979) has sequence MRLCIPQVLLALFLSMLTAPGEGSRRRATQEDTTQPALLRLSDHLLANYKKGVRPVRDWRKPTTVSIDVIMYAILNVDEKNQVLTTYIWYRQYWTDEFLQWTPEDFDNVTKLSIPTDSIWVPDILINEFVDVGKSPNIPYVYVHHRGEVQNYKPLQLVTACSLDIYNFPFDVQNCSLTFTSWLHTIQDINITLWRSPEEVRSDKSIFINQGEWELLEVFPQFKEFSIDISNSYAEMKFYVIIRRRPLFYAVSLLLPSIFLMVVDIVGFCLPPDSGERVSFKITLLLGYSVFLIIVSDTLPATIGTPLIGVYFVVCMALLVISLAETIFIVRLVHKQDLQRPVPDWLRHLVLDRIAWILCLGEQPMAHRPPATFQANKTDDCSGSDLLPAMGNHCSHVGGPQDLEKTPRGRGSPLPPPREASLAVRGLLQELSSIRHFLEKRDEMREVARDWLRVGYVLDRLLFRIYLLAVLAYSITLVTLWSIWHYS. The pKi is 5.2.